Predict the reaction yield, written as a fraction of the theoretical maximum amount of product (1.0 means a 100% yield; for example, 0.34 means a 34% yield). From a dataset of Reaction yield outcomes from USPTO patents with 853,638 reactions. (1) The product is [CH:36]([NH:37][C:3](=[O:23])[C:4]1[CH:9]=[CH:8][C:7]([O:10][CH2:11][C:12]2[C:13]([C:17]3[CH:18]=[CH:19][CH:20]=[CH:21][CH:22]=3)=[N:14][O:15][CH:16]=2)=[N:6][CH:5]=1)([CH3:41])[CH3:35]. No catalyst specified. The yield is 0.810. The reactants are CO[C:3](=[O:23])[C:4]1[CH:9]=[CH:8][C:7]([O:10][CH2:11][C:12]2[C:13]([C:17]3[CH:22]=[CH:21][CH:20]=[CH:19][CH:18]=3)=[N:14][O:15][CH:16]=2)=[N:6][CH:5]=1.COC(=O)C1C=CC(OC[C:35]2[C:36]([C:41]3C=CC=CC=3F)=[N:37]OC=2C)=NC=1.C(N)(C)C. (2) The reactants are C([Mg]Cl)(C)C.[Cl:6][C:7]1[CH:12]=[CH:11][C:10]([CH2:13][CH3:14])=[C:9](I)[CH:8]=1.C[O:17][B:18](OC)[O:19]C.Cl. The catalyst is C1COCC1. The product is [Cl:6][C:7]1[CH:12]=[CH:11][C:10]([CH2:13][CH3:14])=[C:9]([B:18]([OH:19])[OH:17])[CH:8]=1. The yield is 0.720. (3) The reactants are [Cl:1][C:2]1[CH:3]=[C:4]([NH2:21])[C:5]([NH2:20])=[CH:6][C:7]=1[O:8][C:9]1[CH:14]=[CH:13][C:12]([C:15]([F:18])([F:17])[F:16])=[CH:11][C:10]=1[Cl:19].[F:22][C:23]([F:34])([F:33])[C:24]([F:32])([F:31])[C:25](F)(F)C(O)=O. No catalyst specified. The product is [Cl:1][C:2]1[C:7]([O:8][C:9]2[CH:14]=[CH:13][C:12]([C:15]([F:18])([F:16])[F:17])=[CH:11][C:10]=2[Cl:19])=[CH:6][C:5]2[NH:20][C:25]([C:24]([F:32])([F:31])[C:23]([F:34])([F:33])[F:22])=[N:21][C:4]=2[CH:3]=1. The yield is 0.540. (4) The reactants are [NH:1]1[C:9]2[C:4](=[CH:5][CH:6]=[CH:7][CH:8]=2)[CH2:3][C:2]1=[O:10].[NH:11]1[C:19]2[C:14](=[CH:15][C:16]([CH:20]=O)=[CH:17][CH:18]=2)[CH:13]=[N:12]1.N1CCCCC1. The catalyst is CCO. The product is [NH:11]1[C:19]2[C:14](=[CH:15][C:16](/[CH:20]=[C:3]3/[C:2](=[O:10])[NH:1][C:9]4[C:4]/3=[CH:5][CH:6]=[CH:7][CH:8]=4)=[CH:17][CH:18]=2)[CH:13]=[N:12]1. The yield is 0.0760. (5) The reactants are [Br:1][C:2]1[S:6][C:5](C=O)=[CH:4][C:3]=1[CH3:9].S([CH2:20][N+:21]#[C-:22])(C1C=CC(C)=CC=1)(=O)=O.[C:23]([O-:26])([O-])=O.[K+].[K+]. The catalyst is CO. The yield is 0.800. The product is [Br:1][C:2]1([C:23]2[O:26][CH:22]=[N:21][CH:20]=2)[S:6][CH2:5][CH:4]=[C:3]1[CH3:9]. (6) The reactants are P([O-])([O-])([O-])=O.[CH2:6]([N:9]1[CH:13]([CH2:14][CH2:15][CH3:16])[CH2:12][O:11][S@@:10]1=[O:17])[CH2:7][CH3:8].I([O-])(=O)(=O)=[O:19].[Na+]. The catalyst is C(OCC)(=O)C.O.[Ru](=O)=O. The product is [CH2:6]([N:9]1[C@@H:13]([CH2:14][CH2:15][CH3:16])[CH2:12][O:11][S:10]1(=[O:19])=[O:17])[CH2:7][CH3:8]. The yield is 0.940. (7) The yield is 0.750. The product is [CH3:1][N:2]([C:9]1[N:14]=[CH:13][N:12]=[C:11]([NH:15][C:16]2[CH:17]=[C:18]([NH2:22])[CH:19]=[CH:20][CH:21]=2)[CH:10]=1)[C:3]1[CH:8]=[CH:7][CH:6]=[CH:5][CH:4]=1. The reactants are [CH3:1][N:2]([C:9]1[N:14]=[CH:13][N:12]=[C:11]([NH:15][C:16]2[CH:17]=[C:18]([NH:22]C(=O)OC(C)(C)C)[CH:19]=[CH:20][CH:21]=2)[CH:10]=1)[C:3]1[CH:8]=[CH:7][CH:6]=[CH:5][CH:4]=1. The catalyst is C(O)(C(F)(F)F)=O.